Dataset: NCI-60 drug combinations with 297,098 pairs across 59 cell lines. Task: Regression. Given two drug SMILES strings and cell line genomic features, predict the synergy score measuring deviation from expected non-interaction effect. (1) Drug 1: CC1C(C(CC(O1)OC2CC(OC(C2O)C)OC3=CC4=CC5=C(C(=O)C(C(C5)C(C(=O)C(C(C)O)O)OC)OC6CC(C(C(O6)C)O)OC7CC(C(C(O7)C)O)OC8CC(C(C(O8)C)O)(C)O)C(=C4C(=C3C)O)O)O)O. Drug 2: CC(C)NC(=O)C1=CC=C(C=C1)CNNC.Cl. Cell line: TK-10. Synergy scores: CSS=16.0, Synergy_ZIP=0.856, Synergy_Bliss=-5.04, Synergy_Loewe=-39.4, Synergy_HSA=-7.33. (2) Drug 1: CCC1(CC2CC(C3=C(CCN(C2)C1)C4=CC=CC=C4N3)(C5=C(C=C6C(=C5)C78CCN9C7C(C=CC9)(C(C(C8N6C)(C(=O)OC)O)OC(=O)C)CC)OC)C(=O)OC)O.OS(=O)(=O)O. Drug 2: C1C(C(OC1N2C=NC(=NC2=O)N)CO)O. Cell line: A498. Synergy scores: CSS=3.53, Synergy_ZIP=-7.45, Synergy_Bliss=-12.0, Synergy_Loewe=-14.6, Synergy_HSA=-11.5. (3) Drug 1: CC1C(C(CC(O1)OC2CC(CC3=C2C(=C4C(=C3O)C(=O)C5=C(C4=O)C(=CC=C5)OC)O)(C(=O)C)O)N)O.Cl. Drug 2: CC12CCC3C(C1CCC2O)C(CC4=C3C=CC(=C4)O)CCCCCCCCCS(=O)CCCC(C(F)(F)F)(F)F. Cell line: OVCAR-5. Synergy scores: CSS=13.7, Synergy_ZIP=-5.31, Synergy_Bliss=-0.807, Synergy_Loewe=-2.24, Synergy_HSA=-2.18. (4) Drug 1: C1=C(C(=O)NC(=O)N1)F. Drug 2: C(CN)CNCCSP(=O)(O)O. Cell line: HOP-92. Synergy scores: CSS=19.1, Synergy_ZIP=-1.84, Synergy_Bliss=0.306, Synergy_Loewe=-11.6, Synergy_HSA=-0.742.